This data is from Forward reaction prediction with 1.9M reactions from USPTO patents (1976-2016). The task is: Predict the product of the given reaction. (1) Given the reactants [NH2:1][C:2]1[S:3][C:4]([CH:14]([CH3:16])[CH3:15])=[CH:5][C:6]=1[C:7]([O:9][C:10]([CH3:13])([CH3:12])[CH3:11])=[O:8].[Cl:17][C:18]1[CH:23]=[CH:22][CH:21]=[C:20]([Cl:24])[C:19]=1[N:25]=[C:26]=[O:27].C(N(CC)CC)C, predict the reaction product. The product is: [Cl:17][C:18]1[CH:23]=[CH:22][CH:21]=[C:20]([Cl:24])[C:19]=1[NH:25][C:26]([NH:1][C:2]1[S:3][C:4]([CH:14]([CH3:16])[CH3:15])=[CH:5][C:6]=1[C:7]([O:9][C:10]([CH3:11])([CH3:13])[CH3:12])=[O:8])=[O:27]. (2) Given the reactants [CH2:1]([N:8]1[C:17]2[C:12](=[CH:13][C:14]([OH:18])=[CH:15][CH:16]=2)[CH2:11][CH2:10][CH2:9]1)[C:2]1[CH:7]=[CH:6][CH:5]=[CH:4][CH:3]=1.[CH2:19]([N:26]=[C:27]=[O:28])[CH2:20][CH2:21][CH2:22][CH2:23][CH2:24][CH3:25].N1C=CC=CC=1, predict the reaction product. The product is: [CH2:1]([N:8]1[C:17]2[C:12](=[CH:13][C:14]([O:18][C:27](=[O:28])[NH:26][CH2:19][CH2:20][CH2:21][CH2:22][CH2:23][CH2:24][CH3:25])=[CH:15][CH:16]=2)[CH2:11][CH2:10][CH2:9]1)[C:2]1[CH:3]=[CH:4][CH:5]=[CH:6][CH:7]=1.